From a dataset of Full USPTO retrosynthesis dataset with 1.9M reactions from patents (1976-2016). Predict the reactants needed to synthesize the given product. (1) The reactants are: Cl.[Cl:2][C:3]1[CH:8]=[CH:7][C:6]([CH:9]2[CH:13]([C:14]3[CH:19]=[CH:18][C:17]([Cl:20])=[CH:16][CH:15]=3)[N:12]([C:21]([N:23]3[CH2:28][CH2:27][N:26](C(OC(C)(C)C)=O)[CH2:25][CH2:24]3)=[O:22])[C:11]([C:36]3[CH:41]=[CH:40][C:39]([C:42]([F:45])([F:44])[F:43])=[CH:38][C:37]=3[O:46][CH2:47][CH3:48])=[N:10]2)=[CH:5][CH:4]=1. Given the product [ClH:2].[Cl:2][C:3]1[CH:4]=[CH:5][C:6]([CH:9]2[CH:13]([C:14]3[CH:19]=[CH:18][C:17]([Cl:20])=[CH:16][CH:15]=3)[N:12]([C:21]([N:23]3[CH2:28][CH2:27][NH:26][CH2:25][CH2:24]3)=[O:22])[C:11]([C:36]3[CH:41]=[CH:40][C:39]([C:42]([F:44])([F:43])[F:45])=[CH:38][C:37]=3[O:46][CH2:47][CH3:48])=[N:10]2)=[CH:7][CH:8]=1, predict the reactants needed to synthesize it. (2) The reactants are: P([O-])([O-])([O-])=O.[CH3:6][N:7]1[C:12]2[S:13][CH:14]=[C:15]([CH2:16][C:17]([NH:19][C:20]3[S:21][CH:22]=[C:23]([C:25]4[CH:30]=[CH:29][C:28]([C:31]([F:34])([F:33])[F:32])=[C:27]([F:35])[CH:26]=4)[N:24]=3)=[O:18])[C:11]=2[C:10](=[O:36])[N:9]([CH3:37])[C:8]1=[O:38].[P:39]([O:51][CH2:52]I)([O:46][C:47]([CH3:50])([CH3:49])[CH3:48])([O:41][C:42]([CH3:45])([CH3:44])[CH3:43])=[O:40].[H-].[Na+]. Given the product [P:39]([O:51][CH2:52][N:24]1[C:23]([C:25]2[CH:30]=[CH:29][C:28]([C:31]([F:32])([F:34])[F:33])=[C:27]([F:35])[CH:26]=2)=[CH:22][S:21][C:20]1=[N:19][C:17](=[O:18])[CH2:16][C:15]1[C:11]2[C:10](=[O:36])[N:9]([CH3:37])[C:8](=[O:38])[N:7]([CH3:6])[C:12]=2[S:13][CH:14]=1)([O:41][C:42]([CH3:45])([CH3:44])[CH3:43])([O:46][C:47]([CH3:48])([CH3:49])[CH3:50])=[O:40], predict the reactants needed to synthesize it. (3) Given the product [CH:39]1([C:42]([N:44]2[CH2:45][CH2:46][N:47]([C:50]([C:52]3[CH:53]=[CH:54][C:55]([CH:56]4[CH:29]([C:28]5[CH:27]=[CH:26][CH:25]=[CH:32][CH:31]=5)[C:70](=[O:77])[C:3]5[C:7]([C:6]([O:5][CH3:4])=[O:11])=[CH:8][CH:9]=[CH:10][C:2]=5[NH:1]4)=[CH:68][CH:69]=3)=[O:51])[CH2:48][CH2:49]2)=[O:43])[CH2:40][CH2:41]1, predict the reactants needed to synthesize it. The reactants are: [NH2:1][C:2]1[CH:10]=[CH:9][CH:8]=[C:7]2[C:3]=1[CH2:4][O:5][C:6]2=[O:11].C1(C(N2CCN(C([C:25]3[CH:32]=[CH:31][C:28]([CH:29]=O)=[CH:27][CH:26]=3)=O)CC2)=O)CC1.[O-]S([O-])(=O)=O.[Mg+2].[CH:39]1([C:42]([N:44]2[CH2:49][CH2:48][N:47]([C:50]([C:52]3[CH:69]=[CH:68][C:55](/[CH:56]=N/C4C=CC=C5C=4COC5=O)=[CH:54][CH:53]=3)=[O:51])[CH2:46][CH2:45]2)=[O:43])[CH2:41][CH2:40]1.[CH:70](=[O:77])C1C=CC=CC=1.C[O-].[Na+].C(OCC)(=O)CC. (4) The reactants are: [NH:1]1[C:9]2[C:4](=[CH:5][CH:6]=[CH:7][CH:8]=2)[C:3]2([C:13]3=[CH:14][C:15]4[O:19][CH2:18][O:17][C:16]=4[CH:20]=[C:12]3[O:11][CH2:10]2)[C:2]1=[O:21].[CH3:22]C1(C)COC2=CC3OCC4(C=3C=C12)C1C(=CC=CC=1)NC4=O.BrC[C:47]1[CH:52]=[CH:51][CH:50]=[C:49]([O:53][C:54]([F:57])([F:56])[F:55])[CH:48]=1.BrCC1OC(C(F)(F)F)=CC=1. Given the product [F:57][C:54]([F:55])([F:56])[O:53][C:49]1[CH:48]=[CH:47][CH:52]=[CH:51][C:50]=1[CH2:22][N:1]1[C:9]2[C:4](=[CH:5][CH:6]=[CH:7][CH:8]=2)[C:3]2([C:13]3=[CH:14][C:15]4[O:19][CH2:18][O:17][C:16]=4[CH:20]=[C:12]3[O:11][CH2:10]2)[C:2]1=[O:21], predict the reactants needed to synthesize it. (5) Given the product [Cl:1][C:2]1[CH:3]=[N:4][C:5]2[N:6]([N:8]=[C:9]([C:11]([N:19]3[CH2:20][CH2:21][C:22]4[S:14][CH:15]=[CH:16][C:17]=4[CH2:18]3)=[O:13])[CH:10]=2)[CH:7]=1, predict the reactants needed to synthesize it. The reactants are: [Cl:1][C:2]1[CH:3]=[N:4][C:5]2[N:6]([N:8]=[C:9]([C:11]([OH:13])=O)[CH:10]=2)[CH:7]=1.[S:14]1[C:22]2[CH2:21][CH2:20][NH:19][CH2:18][C:17]=2[CH:16]=[CH:15]1. (6) Given the product [C:1]([O:5][C:6]([NH:8][C:9]1[O:17][C:16]2[C:11](=[N:12][CH:13]=[C:14]([CH:18]3[CH2:19][CH2:20][N:21]([CH3:24])[CH2:22][CH2:23]3)[CH:15]=2)[C:10]=1[C:25]([O:27][CH2:28][CH3:29])=[O:26])=[O:7])([CH3:4])([CH3:3])[CH3:2], predict the reactants needed to synthesize it. The reactants are: [C:1]([O:5][C:6]([NH:8][C:9]1[O:17][C:16]2[C:11](=[N:12][CH:13]=[C:14]([C:18]3[CH2:19][CH2:20][N:21]([CH3:24])[CH2:22][CH:23]=3)[CH:15]=2)[C:10]=1[C:25]([O:27][CH2:28][CH3:29])=[O:26])=[O:7])([CH3:4])([CH3:3])[CH3:2]. (7) Given the product [C:12]1([S:9]([C:6]2[CH:7]=[CH:8][C:3]3[N:4]([C:23](=[O:24])[NH:2][N:1]=3)[CH:5]=2)(=[O:10])=[O:11])[CH:17]=[CH:16][CH:15]=[CH:14][CH:13]=1, predict the reactants needed to synthesize it. The reactants are: [NH:1]([C:3]1[CH:8]=[CH:7][C:6]([S:9]([C:12]2[CH:17]=[CH:16][CH:15]=[CH:14][CH:13]=2)(=[O:11])=[O:10])=[CH:5][N:4]=1)[NH2:2].C1N=CN([C:23](N2C=NC=C2)=[O:24])C=1. (8) Given the product [CH3:1][O:2][C:3](=[O:36])[C@@H:4]([NH:14][C:15]([C:17]1[C:22]([CH3:23])=[N:21][C:20]([NH:24][CH2:25]/[CH:26]=[CH:27]/[C:28]2[CH:33]=[CH:32][CH:31]=[C:30]([OH:34])[CH:29]=2)=[N:19][C:18]=1[CH3:35])=[O:16])[CH2:5][NH:6][C:7]([C:45]1[S:44][CH:48]=[CH:47][CH:46]=1)=[O:8], predict the reactants needed to synthesize it. The reactants are: [CH3:1][O:2][C:3](=[O:36])[C@@H:4]([NH:14][C:15]([C:17]1[C:18]([CH3:35])=[N:19][C:20]([NH:24][CH2:25]/[CH:26]=[CH:27]/[C:28]2[CH:33]=[CH:32][CH:31]=[C:30]([OH:34])[CH:29]=2)=[N:21][C:22]=1[CH3:23])=[O:16])[CH2:5][NH:6][C:7](OC(C)(C)C)=[O:8].C(O)(C(F)(F)F)=O.[S:44]1[CH:48]=[CH:47][CH:46]=[C:45]1C(O)=O.CN(C(ON1N=NC2C=CC=CC1=2)=[N+](C)C)C.F[P-](F)(F)(F)(F)F.C1C=CC2N(O)N=NC=2C=1. (9) Given the product [ClH:27].[NH2:1][C:2]1[CH:3]=[CH:4][C:5]([S:8]([C:11]2[CH:12]=[C:13]3[C:17](=[CH:18][CH:19]=2)[N:16]([CH3:20])[C:15]2[CH2:21][CH:22]4[NH:26][CH:25]([C:14]3=2)[CH2:24][CH2:23]4)(=[O:10])=[O:9])=[CH:6][CH:7]=1, predict the reactants needed to synthesize it. The reactants are: [NH2:1][C:2]1[CH:7]=[CH:6][C:5]([S:8]([C:11]2[CH:12]=[C:13]3[C:17](=[CH:18][CH:19]=2)[N:16]([CH3:20])[C:15]2[CH2:21][CH:22]4[NH:26][CH:25]([C:14]3=2)[CH2:24][CH2:23]4)(=[O:10])=[O:9])=[CH:4][CH:3]=1.[ClH:27].